Dataset: Catalyst prediction with 721,799 reactions and 888 catalyst types from USPTO. Task: Predict which catalyst facilitates the given reaction. (1) Reactant: Br[CH2:2][C:3]1[CH:12]=[C:11]([N+:13]([O-:15])=[O:14])[CH:10]=[CH:9][C:4]=1[C:5](OC)=[O:6].Cl.CN.[CH2:19]([N:21](CC)CC)C. Product: [CH3:19][N:21]1[CH2:2][C:3]2[C:4](=[CH:9][CH:10]=[C:11]([N+:13]([O-:15])=[O:14])[CH:12]=2)[C:5]1=[O:6]. The catalyst class is: 5. (2) Reactant: CS(O[CH:6]([C:15]1[CH:16]=[N:17][C:18]([NH:21][C:22]([C:24]2([C:27]3[CH:35]=[CH:34][C:30]4[O:31][CH2:32][O:33][C:29]=4[CH:28]=3)[CH2:26][CH2:25]2)=[O:23])=[CH:19][CH:20]=1)[C:7]1[CH:12]=[CH:11][CH:10]=[CH:9][C:8]=1[O:13][CH3:14])(=O)=O.[CH3:36][NH:37][CH3:38].C1COCC1.CCN(C(C)C)C(C)C. Product: [O:31]1[C:30]2[CH:34]=[CH:35][C:27]([C:24]3([C:22]([NH:21][C:18]4[CH:19]=[CH:20][C:15]([CH:6]([N:37]([CH3:38])[CH3:36])[C:7]5[CH:12]=[CH:11][CH:10]=[CH:9][C:8]=5[O:13][CH3:14])=[CH:16][N:17]=4)=[O:23])[CH2:26][CH2:25]3)=[CH:28][C:29]=2[O:33][CH2:32]1. The catalyst class is: 37. (3) Reactant: C(OC([NH:11][CH2:12][CH:13]([C:19]1[CH:24]=[CH:23][CH:22]=[CH:21][C:20]=1[C:25]([F:28])([F:27])[F:26])[C:14]([O:16][CH2:17][CH3:18])=[O:15])=O)C1C=CC=CC=1. Product: [NH2:11][CH2:12][CH:13]([C:19]1[CH:24]=[CH:23][CH:22]=[CH:21][C:20]=1[C:25]([F:26])([F:27])[F:28])[C:14]([O:16][CH2:17][CH3:18])=[O:15]. The catalyst class is: 29. (4) Product: [CH2:1]([S:3]([C:6]1[CH:7]=[C:8]([C:12]2[CH:20]=[CH:19][C:18]([O:21][CH2:27][C@H:28]([OH:29])[CH3:30])=[C:17]3[C:13]=2[C:14]2[CH:25]=[C:24]([CH3:26])[CH:23]=[N:22][C:15]=2[NH:16]3)[CH:9]=[CH:10][CH:11]=1)(=[O:5])=[O:4])[CH3:2]. Reactant: [CH2:1]([S:3]([C:6]1[CH:7]=[C:8]([C:12]2[CH:20]=[CH:19][C:18]([OH:21])=[C:17]3[C:13]=2[C:14]2[CH:25]=[C:24]([CH3:26])[CH:23]=[N:22][C:15]=2[NH:16]3)[CH:9]=[CH:10][CH:11]=1)(=[O:5])=[O:4])[CH3:2].[CH3:27][C@@H:28]1[CH2:30][O:29]1.C(N(CC)CC)C. The catalyst class is: 14.